Dataset: Peptide-MHC class I binding affinity with 185,985 pairs from IEDB/IMGT. Task: Regression. Given a peptide amino acid sequence and an MHC pseudo amino acid sequence, predict their binding affinity value. This is MHC class I binding data. (1) The peptide sequence is GPGHKARVL. The MHC is HLA-B40:02 with pseudo-sequence HLA-B40:02. The binding affinity (normalized) is 0. (2) The peptide sequence is EFVSANLAM. The MHC is HLA-B35:01 with pseudo-sequence HLA-B35:01. The binding affinity (normalized) is 0.635. (3) The peptide sequence is VFFKQWFEK. The MHC is HLA-A03:01 with pseudo-sequence HLA-A03:01. The binding affinity (normalized) is 0.469.